Dataset: Catalyst prediction with 721,799 reactions and 888 catalyst types from USPTO. Task: Predict which catalyst facilitates the given reaction. (1) Reactant: [C:1]([O:5][C:6]([NH:8][C:9]1[CH:10]=[C:11]([C:15]([NH:17][C:18]2[N:19]=[C:20]([C:24]([NH:26][C:27]3[CH:28]=[C:29]([C:33]([NH:35][C:36]4[CH:37]=[C:38]([C:42]([OH:44])=O)[N:39]([CH3:41])[CH:40]=4)=[O:34])[N:30]([CH3:32])[CH:31]=3)=[O:25])[N:21]([CH3:23])[CH:22]=2)=[O:16])[N:12]([CH3:14])[CH:13]=1)=[O:7])([CH3:4])([CH3:3])[CH3:2].Cl.[N:46]1[CH:51]=[CH:50][CH:49]=[CH:48][C:47]=1[S:52][S:53][CH2:54][CH2:55][NH2:56].CCN(C(C)C)C(C)C.C(Cl)CCl. Product: [CH3:14][N:12]1[C:11]([C:15](=[O:16])[NH:17][C:18]2[N:19]=[C:20]([C:24](=[O:25])[NH:26][C:27]3[CH:28]=[C:29]([C:33](=[O:34])[NH:35][C:36]4[CH:37]=[C:38]([C:42](=[O:44])[NH:56][CH2:55][CH2:54][S:53][S:52][C:47]5[CH:48]=[CH:49][CH:50]=[CH:51][N:46]=5)[N:39]([CH3:41])[CH:40]=4)[N:30]([CH3:32])[CH:31]=3)[N:21]([CH3:23])[CH:22]=2)=[CH:10][C:9]([NH:8][C:6](=[O:7])[O:5][C:1]([CH3:2])([CH3:3])[CH3:4])=[CH:13]1. The catalyst class is: 44. (2) Reactant: [CH3:1][O:2][C:3]1([CH2:13][O:14][CH3:15])[CH2:12][CH2:11][C:6]2(OCC[O:7]2)[CH2:5][CH2:4]1.CC(C)=O.O.CC1C=CC(S(O)(=O)=O)=CC=1. Product: [CH3:1][O:2][C:3]1([CH2:13][O:14][CH3:15])[CH2:4][CH2:5][C:6](=[O:7])[CH2:11][CH2:12]1. The catalyst class is: 6. (3) Reactant: [CH3:1][O:2][C:3]1[CH:8]=[CH:7][C:6]([C:9]2[CH2:14][CH2:13][N:12]([C:15]([O:17][C:18]([CH3:21])([CH3:20])[CH3:19])=[O:16])[CH2:11][C:10]=2[C:22]([O:24][CH2:25][CH3:26])=[O:23])=[CH:5][CH:4]=1.[Mg].[Na].[Cl-].[NH4+]. Product: [CH3:1][O:2][C:3]1[CH:8]=[CH:7][C:6]([C@@H:9]2[CH2:14][CH2:13][N:12]([C:15]([O:17][C:18]([CH3:21])([CH3:19])[CH3:20])=[O:16])[CH2:11][C@H:10]2[C:22]([O:24][CH2:25][CH3:26])=[O:23])=[CH:5][CH:4]=1. The catalyst class is: 645. (4) Reactant: [Cl:1][C:2]1[CH:7]=[C:6]([Cl:8])[CH:5]=[CH:4][C:3]=1[F:9].[Li]CCCC.[CH:15](OC)=[O:16]. Product: [Cl:1][C:2]1[C:3]([F:9])=[CH:4][CH:5]=[C:6]([Cl:8])[C:7]=1[CH:15]=[O:16]. The catalyst class is: 1. (5) Reactant: [CH3:1][O:2][C:3]([C:5]1[O:6][CH:7]=[CH:8][C:9]=1[CH3:10])=[O:4].C1C(=O)N([Br:18])C(=O)C1. Product: [CH3:1][O:2][C:3]([C:5]1[O:6][CH:7]=[C:8]([Br:18])[C:9]=1[CH3:10])=[O:4]. The catalyst class is: 10.